Dataset: Catalyst prediction with 721,799 reactions and 888 catalyst types from USPTO. Task: Predict which catalyst facilitates the given reaction. (1) Reactant: [NH2:1][C:2]1[C:7]([C:8]#[N:9])=[CH:6][N:5]=[C:4]([S:10][CH2:11][CH3:12])[N:3]=1.CO[CH:15](OC)[N:16]([CH3:18])[CH3:17]. Product: [C:8]([C:7]1[C:2]([N:1]=[CH:15][N:16]([CH3:18])[CH3:17])=[N:3][C:4]([S:10][CH2:11][CH3:12])=[N:5][CH:6]=1)#[N:9]. The catalyst class is: 11. (2) Reactant: [OH:1][B:2]1[C:6]2[CH:7]=[C:8]([OH:12])[CH:9]=[C:10]([CH3:11])[C:5]=2[CH:4]([CH2:13][C:14]([OH:16])=[O:15])[O:3]1.[OH-].[Na+].Cl[C:20]([O:22][CH2:23][CH3:24])=[O:21].Cl. Product: [CH2:23]([O:22][C:20]([O:12][C:8]1[CH:9]=[C:10]([CH3:11])[C:5]2[CH:4]([CH2:13][C:14]([OH:16])=[O:15])[O:3][B:2]([OH:1])[C:6]=2[CH:7]=1)=[O:21])[CH3:24]. The catalyst class is: 6. (3) Reactant: CO[CH:3](OC)[N:4]([CH3:6])[CH3:5].[OH:9][C:10]1[CH:15]=[CH:14][C:13]([C:16]2[CH:21]=[CH:20][C:19]([C:22]([F:25])([F:24])[F:23])=[CH:18][CH:17]=2)=[CH:12][C:11]=1[C:26](=[O:28])[CH3:27]. Product: [CH3:6][N:4]([CH3:5])/[CH:3]=[CH:27]/[C:26]([C:11]1[CH:12]=[C:13]([C:16]2[CH:21]=[CH:20][C:19]([C:22]([F:23])([F:24])[F:25])=[CH:18][CH:17]=2)[CH:14]=[CH:15][C:10]=1[OH:9])=[O:28]. The catalyst class is: 32. (4) Reactant: C(N(C(C)C)CC)(C)C.FC(F)(F)C(O)=O.[Cl:17][CH2:18][CH2:19][CH2:20]/[C:21](=[CH:25]\[C:26]1[CH:31]=[CH:30][C:29]([N:32]2[CH:36]=[C:35]([CH3:37])[N:34]=[CH:33]2)=[C:28]([O:38][CH3:39])[CH:27]=1)/[C:22]([OH:24])=[O:23].[F:40][C:41]1[CH:50]=[CH:49][C:44]([C:45](=[O:48])[CH2:46]Br)=[CH:43][CH:42]=1.O.C(=O)(O)[O-].[Na+]. Product: [Cl:17][CH2:18][CH2:19][CH2:20]/[C:21](=[CH:25]\[C:26]1[CH:31]=[CH:30][C:29]([N:32]2[CH:36]=[C:35]([CH3:37])[N:34]=[CH:33]2)=[C:28]([O:38][CH3:39])[CH:27]=1)/[C:22]([O:24][CH2:46][C:45]([C:44]1[CH:49]=[CH:50][C:41]([F:40])=[CH:42][CH:43]=1)=[O:48])=[O:23]. The catalyst class is: 39.